Dataset: Reaction yield outcomes from USPTO patents with 853,638 reactions. Task: Predict the reaction yield, written as a fraction of the theoretical maximum amount of product (1.0 means a 100% yield; for example, 0.34 means a 34% yield). (1) The reactants are Br[C:2]1[C:10]2[O:9][CH2:8][CH:7]([C:11]3[CH:16]=[CH:15][C:14]([CH:17]([CH3:19])[CH3:18])=[CH:13][CH:12]=3)[C:6]=2[C:5]([CH3:20])=[C:4]([NH:21][C:22](=[O:28])[CH2:23][C:24]([CH3:27])([CH3:26])[CH3:25])[C:3]=1[CH3:29].[CH3:30][C:31]1[CH:36]=[CH:35][C:34](B(O)O)=[CH:33][CH:32]=1. No catalyst specified. The product is [CH3:30][C:31]1[CH:36]=[CH:35][C:34]([C:2]2[C:10]3[O:9][CH2:8][CH:7]([C:11]4[CH:16]=[CH:15][C:14]([CH:17]([CH3:18])[CH3:19])=[CH:13][CH:12]=4)[C:6]=3[C:5]([CH3:20])=[C:4]([NH:21][C:22](=[O:28])[CH2:23][C:24]([CH3:26])([CH3:25])[CH3:27])[C:3]=2[CH3:29])=[CH:33][CH:32]=1. The yield is 0.680. (2) The yield is 0.880. The catalyst is C1(C)C=CC=CC=1.O.C(OC)(C)(C)C. The reactants are [CH3:1][C:2]([C:7]1[CH:12]=[CH:11][CH:10]=[CH:9][CH:8]=1)([CH3:6])[C:3](O)=[O:4].S(Cl)(Cl)=O.C(=O)([O-])[O-].[K+].[K+].Cl.[CH3:24][NH:25][CH3:26].Cl. The product is [CH3:24][N:25]([CH3:26])[C:3](=[O:4])[C:2]([CH3:6])([C:7]1[CH:12]=[CH:11][CH:10]=[CH:9][CH:8]=1)[CH3:1]. (3) The reactants are [CH3:1][C:2]1[CH:7]=[C:6]([C:8]2[CH:9]=[CH:10][C:11]3[N:17]4[CH2:18][C@H:14]([CH2:15][CH2:16]4)[NH:13][C:12]=3[N:19]=2)[CH:5]=[CH:4][N:3]=1.[CH3:20][N:21]1[CH:29]=[C:28]2[C:23]([CH:24]=[CH:25][C:26]([NH:30][C:31](=O)[O:32]C3C=CC=CC=3)=[CH:27]2)=[N:22]1. The catalyst is CN(C1C=CN=CC=1)C.C1COCC1. The product is [CH3:20][N:21]1[CH:29]=[C:28]2[C:23]([CH:24]=[CH:25][C:26]([NH:30][C:31]([N:13]3[C@@H:14]4[CH2:18][N:17]([CH2:16][CH2:15]4)[C:11]4[CH:10]=[CH:9][C:8]([C:6]5[CH:5]=[CH:4][N:3]=[C:2]([CH3:1])[CH:7]=5)=[N:19][C:12]3=4)=[O:32])=[CH:27]2)=[N:22]1. The yield is 0.400. (4) The reactants are [C:1]([C:5]1[CH:6]=[C:7]([CH2:15][CH2:16][C:17]2[CH:18]=[C:19]([CH2:39][CH2:40][C:41]3[CH:42]=[C:43]([CH:46]=[C:47]([CH2:49][CH2:50][C:51]4[CH:56]=[C:55]([CH2:57][CH2:58][C:59]5[CH:64]=[C:63]([C:65]([CH3:68])([CH3:67])[CH3:66])[CH:62]=[C:61]([C:69]([CH3:72])([CH3:71])[CH3:70])[CH:60]=5)[CH:54]=[C:53]([CH2:73][CH2:74][C:75]5[CH:80]=[C:79]([C:81]([CH3:84])([CH3:83])[CH3:82])[CH:78]=[C:77]([C:85]([CH3:88])([CH3:87])[CH3:86])[CH:76]=5)[CH:52]=4)[CH:48]=3)[CH2:44][OH:45])[CH:20]=[C:21]([CH2:23][CH2:24][C:25]3[CH:30]=[C:29]([C:31]([CH3:34])([CH3:33])[CH3:32])[CH:28]=[C:27]([C:35]([CH3:38])([CH3:37])[CH3:36])[CH:26]=3)[CH:22]=2)[CH:8]=[C:9]([C:11]([CH3:14])([CH3:13])[CH3:12])[CH:10]=1)([CH3:4])([CH3:3])[CH3:2].[Cr](Cl)([O-])(=O)=O.[NH+]1C=CC=CC=1. The catalyst is ClCCl. The product is [C:65]([C:63]1[CH:64]=[C:59]([CH2:58][CH2:57][C:55]2[CH:56]=[C:51]([CH2:50][CH2:49][C:47]3[CH:46]=[C:43]([CH:42]=[C:41]([CH2:40][CH2:39][C:19]4[CH:18]=[C:17]([CH2:16][CH2:15][C:7]5[CH:8]=[C:9]([C:11]([CH3:14])([CH3:13])[CH3:12])[CH:10]=[C:5]([C:1]([CH3:4])([CH3:3])[CH3:2])[CH:6]=5)[CH:22]=[C:21]([CH2:23][CH2:24][C:25]5[CH:30]=[C:29]([C:31]([CH3:34])([CH3:33])[CH3:32])[CH:28]=[C:27]([C:35]([CH3:38])([CH3:37])[CH3:36])[CH:26]=5)[CH:20]=4)[CH:48]=3)[CH:44]=[O:45])[CH:52]=[C:53]([CH2:73][CH2:74][C:75]3[CH:80]=[C:79]([C:81]([CH3:84])([CH3:83])[CH3:82])[CH:78]=[C:77]([C:85]([CH3:88])([CH3:87])[CH3:86])[CH:76]=3)[CH:54]=2)[CH:60]=[C:61]([C:69]([CH3:71])([CH3:70])[CH3:72])[CH:62]=1)([CH3:66])([CH3:67])[CH3:68]. The yield is 0.980.